Dataset: Catalyst prediction with 721,799 reactions and 888 catalyst types from USPTO. Task: Predict which catalyst facilitates the given reaction. (1) Reactant: [CH2:1]([N:8]1[CH2:12][CH2:11][C@H:10](CN)[CH2:9]1)[C:2]1[CH:7]=[CH:6][CH:5]=[CH:4][CH:3]=1.[CH2:15]([N:17](CC)CC)C.[C:22](Cl)(=[O:29])[C:23]1[CH:28]=[CH:27][CH:26]=[CH:25][CH:24]=1. Product: [CH2:1]([N:8]1[CH2:12][CH2:11][C@@H:10]([N:17]([CH3:15])[C:22](=[O:29])[C:23]2[CH:28]=[CH:27][CH:26]=[CH:25][CH:24]=2)[CH2:9]1)[C:2]1[CH:3]=[CH:4][CH:5]=[CH:6][CH:7]=1. The catalyst class is: 4. (2) Reactant: [NH2:1][C:2]1[NH:3][C:4](=[S:16])[C:5]([C:14]#[N:15])=[C:6]([C:8]2[CH:13]=[CH:12][CH:11]=[CH:10][CH:9]=2)[N:7]=1.C[O-].[Na+].Cl[CH2:21][C:22]([O:24][CH3:25])=[O:23]. Product: [CH3:25][O:24][C:22](=[O:23])[CH2:21][S:16][C:4]1[C:5]([C:14]#[N:15])=[C:6]([C:8]2[CH:13]=[CH:12][CH:11]=[CH:10][CH:9]=2)[N:7]=[C:2]([NH2:1])[N:3]=1. The catalyst class is: 5. (3) Reactant: [F:1][C:2]1[C:7]([O:8][CH3:9])=[CH:6][C:5]([O:10][CH3:11])=[C:4]([F:12])[C:3]=1[N:13]1[CH2:22][C:21]2[CH:20]=[N:19][C:18]3[N:23]([CH2:26][O:27][CH2:28][CH2:29][Si:30]([CH3:33])([CH3:32])[CH3:31])[CH:24]=[CH:25][C:17]=3[C:16]=2[CH2:15][C:14]1=O.[C:35](=[O:38])([O-])[O-].[Cs+].[Cs+].[CH3:41]I. Product: [F:1][C:2]1[C:7]([O:8][CH3:9])=[CH:6][C:5]([O:10][CH3:11])=[C:4]([F:12])[C:3]=1[N:13]1[CH2:22][C:21]2[CH:20]=[N:19][C:18]3[N:23]([CH2:26][O:27][CH2:28][CH2:29][Si:30]([CH3:32])([CH3:33])[CH3:31])[CH:24]=[CH:25][C:17]=3[C:16]=2[C:15]([CH3:41])([CH3:14])[C:35]1=[O:38]. The catalyst class is: 9. (4) Reactant: [F:1][C:2]1[CH:3]=[C:4]([C:9]([F:12])([F:11])[F:10])[CH:5]=[C:6]([CH:8]=1)[NH2:7].C[Si]([N:17]=[C:18]=[O:19])(C)C. Product: [F:1][C:2]1[CH:8]=[C:6]([NH:7][C:18]([NH2:17])=[O:19])[CH:5]=[C:4]([C:9]([F:10])([F:11])[F:12])[CH:3]=1. The catalyst class is: 41.